Dataset: Catalyst prediction with 721,799 reactions and 888 catalyst types from USPTO. Task: Predict which catalyst facilitates the given reaction. (1) The catalyst class is: 70. Product: [CH:22]([O:21][C:4]1[C:5]([CH2:9][O:10][C:11]2[CH:16]=[C:15]([CH:17]([CH3:19])[CH3:18])[CH:14]=[CH:13][C:12]=2[CH3:20])=[C:6]([CH3:8])[N:7]=[C:2]([C:35]2[CH:34]=[CH:33][CH:32]=[C:31]3[C:36]=2[C:28]([CH:25]([CH3:27])[CH3:26])=[N:29][NH:30]3)[CH:3]=1)([CH3:24])[CH3:23]. Reactant: Cl[C:2]1[N:7]=[C:6]([CH3:8])[C:5]([CH2:9][O:10][C:11]2[CH:16]=[C:15]([CH:17]([CH3:19])[CH3:18])[CH:14]=[CH:13][C:12]=2[CH3:20])=[C:4]([O:21][CH:22]([CH3:24])[CH3:23])[CH:3]=1.[CH:25]([C:28]1[C:36]2[C:35](B(O)O)=[CH:34][CH:33]=[CH:32][C:31]=2[NH:30][N:29]=1)([CH3:27])[CH3:26].C([O-])([O-])=O.[Na+].[Na+]. (2) Reactant: [CH3:1][O:2][C:3]1[CH:8]=[CH:7][C:6]([C:9]2[CH:14]=[CH:13][C:12]([C:15]([O:17]C)=[O:16])=[CH:11][C:10]=2[CH3:19])=[CH:5][C:4]=1[C:20]1[CH:25]=[CH:24][C:23]([C:26]([F:29])([F:28])[F:27])=[CH:22][C:21]=1[CH2:30][N:31]1[CH2:36][CH2:35][C@@H:34]([C:37]2[CH:42]=[CH:41][CH:40]=[CH:39][C:38]=2[O:43][CH3:44])[O:33][C:32]1=[O:45].[OH-].[K+]. The catalyst class is: 5. Product: [CH3:1][O:2][C:3]1[CH:8]=[CH:7][C:6]([C:9]2[CH:14]=[CH:13][C:12]([C:15]([OH:17])=[O:16])=[CH:11][C:10]=2[CH3:19])=[CH:5][C:4]=1[C:20]1[CH:25]=[CH:24][C:23]([C:26]([F:28])([F:29])[F:27])=[CH:22][C:21]=1[CH2:30][N:31]1[CH2:36][CH2:35][C@@H:34]([C:37]2[CH:42]=[CH:41][CH:40]=[CH:39][C:38]=2[O:43][CH3:44])[O:33][C:32]1=[O:45]. (3) Reactant: C(OC([N:8]1[CH2:11][CH:10]([NH:12][C:13]2[CH:14]=[C:15]3[C:24](=[CH:25][C:26]=2[C:27]([F:30])([F:29])[F:28])[O:23][CH2:22][C:21]2[N:16]3[C@H:17]([CH3:32])[C:18](=[O:31])[NH:19][N:20]=2)[CH2:9]1)=O)(C)(C)C.[C:33]([OH:39])([C:35]([F:38])([F:37])[F:36])=[O:34]. Product: [F:36][C:35]([F:38])([F:37])[C:33]([OH:39])=[O:34].[NH:8]1[CH2:9][CH:10]([NH:12][C:13]2[CH:14]=[C:15]3[C:24](=[CH:25][C:26]=2[C:27]([F:30])([F:28])[F:29])[O:23][CH2:22][C:21]2[N:16]3[C@H:17]([CH3:32])[C:18](=[O:31])[NH:19][N:20]=2)[CH2:11]1. The catalyst class is: 2. (4) The catalyst class is: 4. Reactant: [C:1]([C:3]1[CH:4]=[C:5]([C:13]2[O:17][C:16]([C:18]3[CH:23]=[CH:22][C:21]([O:24][CH2:25][CH2:26][CH2:27][N:28](C)[C:29](=O)OC(C)(C)C)=[CH:20][C:19]=3[CH2:37][CH3:38])=[N:15][N:14]=2)[CH:6]=[CH:7][C:8]=1[O:9][CH:10]([CH3:12])[CH3:11])#[N:2].C(O)(C(F)(F)F)=O.C(=O)(O)[O-].[Na+]. Product: [CH2:37]([C:19]1[CH:20]=[C:21]([O:24][CH2:25][CH2:26][CH2:27][NH:28][CH3:29])[CH:22]=[CH:23][C:18]=1[C:16]1[O:17][C:13]([C:5]2[CH:6]=[CH:7][C:8]([O:9][CH:10]([CH3:11])[CH3:12])=[C:3]([CH:4]=2)[C:1]#[N:2])=[N:14][N:15]=1)[CH3:38].